This data is from Reaction yield outcomes from USPTO patents with 853,638 reactions. The task is: Predict the reaction yield, written as a fraction of the theoretical maximum amount of product (1.0 means a 100% yield; for example, 0.34 means a 34% yield). The reactants are [C:1]([C:3]1[C:8]([C:9]([F:12])([F:11])[F:10])=[CH:7][C:6]([N+:13]([O-])=O)=[CH:5][N:4]=1)#[N:2]. The catalyst is CCOC(C)=O.CC(O)=O.[Fe]. The product is [NH2:13][C:6]1[CH:7]=[C:8]([C:9]([F:12])([F:10])[F:11])[C:3]([C:1]#[N:2])=[N:4][CH:5]=1. The yield is 0.670.